This data is from Full USPTO retrosynthesis dataset with 1.9M reactions from patents (1976-2016). The task is: Predict the reactants needed to synthesize the given product. (1) Given the product [Cl:31][C:29]1[CH:28]=[CH:27][C:26]([O:32][CH:33]([F:35])[F:34])=[C:25]([C:10]2[C:11]([NH:13][C:14]([C:16]3[CH:17]=[N:18][N:19]4[CH:24]=[CH:23][CH:22]=[N:21][C:20]=34)=[O:15])=[CH:12][N:8]([CH2:7][C:6]([OH:36])=[O:5])[N:9]=2)[CH:30]=1, predict the reactants needed to synthesize it. The reactants are: C([O:5][C:6](=[O:36])[CH2:7][N:8]1[CH:12]=[C:11]([NH:13][C:14]([C:16]2[CH:17]=[N:18][N:19]3[CH:24]=[CH:23][CH:22]=[N:21][C:20]=23)=[O:15])[C:10]([C:25]2[CH:30]=[C:29]([Cl:31])[CH:28]=[CH:27][C:26]=2[O:32][CH:33]([F:35])[F:34])=[N:9]1)(C)(C)C.C(O)(C(F)(F)F)=O. (2) Given the product [Br:8][C:9]1[N:14]=[N:13][C:12]([NH:15][C:1](=[O:6])[C:2]([CH3:5])([CH3:4])[CH3:3])=[CH:11][CH:10]=1, predict the reactants needed to synthesize it. The reactants are: [C:1](Cl)(=[O:6])[C:2]([CH3:5])([CH3:4])[CH3:3].[Br:8][C:9]1[N:14]=[N:13][C:12]([NH2:15])=[CH:11][CH:10]=1. (3) Given the product [Cl:13][C:10]1[C:9]2[C:4](=[CH:5][C:6]([F:14])=[CH:7][CH:8]=2)[N:3]=[C:2]([C:20]2[CH:25]=[CH:24][N:23]=[CH:22][CH:21]=2)[C:11]=1[CH3:12], predict the reactants needed to synthesize it. The reactants are: Cl[C:2]1[C:11]([CH3:12])=[C:10]([Cl:13])[C:9]2[C:4](=[CH:5][C:6]([F:14])=[CH:7][CH:8]=2)[N:3]=1.C([Sn](CCCC)(CCCC)[C:20]1[CH:25]=[CH:24][N:23]=[CH:22][CH:21]=1)CCC. (4) Given the product [Cl:2][C:3]1[N:8]=[C:7]([NH:9][C:10]2[N:15]=[CH:14][C:13]3[N:16]=[C:17]([CH2:22][OH:23])[N:18]([CH:19]([CH3:20])[CH3:21])[C:12]=3[CH:11]=2)[CH:6]=[CH:5][N:4]=1, predict the reactants needed to synthesize it. The reactants are: Cl.[Cl:2][C:3]1[N:8]=[C:7]([NH:9][C:10]2[N:15]=[CH:14][C:13]3[N:16]=[C:17]([CH2:22][O:23]C4CCCCO4)[N:18]([CH:19]([CH3:21])[CH3:20])[C:12]=3[CH:11]=2)[CH:6]=[CH:5][N:4]=1. (5) Given the product [CH:26]1([NH3+:32])[CH2:31][CH2:30][CH2:29][CH2:28][CH2:27]1.[CH3:1][C:2]1[CH:23]=[C:22]([CH3:24])[CH:21]=[C:20]([CH3:25])[C:3]=1[C:4]([P:6]([C:9](=[O:19])[C:10]1[C:11]([CH3:18])=[CH:12][C:13]([CH3:17])=[CH:14][C:15]=1[CH3:16])(=[O:7])[O-:8])=[O:5], predict the reactants needed to synthesize it. The reactants are: [CH3:1][C:2]1[CH:23]=[C:22]([CH3:24])[CH:21]=[C:20]([CH3:25])[C:3]=1[C:4]([P:6]([C:9](=[O:19])[C:10]1[C:15]([CH3:16])=[CH:14][C:13]([CH3:17])=[CH:12][C:11]=1[CH3:18])(=[O:8])[OH:7])=[O:5].[CH:26]1([NH2:32])[CH2:31][CH2:30][CH2:29][CH2:28][CH2:27]1. (6) Given the product [CH3:5][O:6][C:7]1[CH:8]=[CH:9][C:10]([N:13]([N:1]=[O:3])[CH2:14][C:15]([OH:17])=[O:16])=[CH:11][CH:12]=1, predict the reactants needed to synthesize it. The reactants are: [N:1]([O-:3])=O.[Na+].[CH3:5][O:6][C:7]1[CH:12]=[CH:11][C:10]([NH:13][CH2:14][C:15]([OH:17])=[O:16])=[CH:9][CH:8]=1.Cl. (7) Given the product [N:1]1([CH2:7][C:8]2[CH:13]=[CH:12][C:11]([C:14]3[CH:27]=[N:26][C:17]4[NH:18][C:19]5[CH:24]=[N:23][C:22]([CH2:28][S:29]([NH2:38])(=[O:31])=[O:30])=[CH:21][C:20]=5[C:16]=4[CH:15]=3)=[CH:10][CH:9]=2)[CH2:2][CH2:3][CH2:4][CH2:5][CH2:6]1, predict the reactants needed to synthesize it. The reactants are: [N:1]1([CH2:7][C:8]2[CH:13]=[CH:12][C:11]([C:14]3[CH:27]=[N:26][C:17]4[NH:18][C:19]5[CH:24]=[N:23][C:22](N)=[CH:21][C:20]=5[C:16]=4[CH:15]=3)=[CH:10][CH:9]=2)[CH2:6][CH2:5][CH2:4][CH2:3][CH2:2]1.[CH3:28][S:29](Cl)(=[O:31])=[O:30].C(=O)(O)[O-].[Na+].[N:38]1C=CC=CC=1. (8) Given the product [Cl:1][C:2]1[CH:9]=[C:8]([N:10]2[C:14]3[C:15](=[O:22])[O:16][C:17]([CH3:19])([C:20]([OH:28])=[O:21])[CH2:18][C:13]=3[N:12]=[CH:11]2)[CH:7]=[CH:6][C:3]=1[C:4]#[N:5], predict the reactants needed to synthesize it. The reactants are: [Cl:1][C:2]1[CH:9]=[C:8]([N:10]2[C:14]3[C:15](=[O:22])[O:16][C:17]([CH:20]=[O:21])([CH3:19])[CH2:18][C:13]=3[N:12]=[CH:11]2)[CH:7]=[CH:6][C:3]=1[C:4]#[N:5].CC(=CC)C.[O-:28]Cl=O.[Na+].[NH4+].[Cl-].